Dataset: Full USPTO retrosynthesis dataset with 1.9M reactions from patents (1976-2016). Task: Predict the reactants needed to synthesize the given product. Given the product [Cl:9][C:10]1[CH:16]=[CH:15][C:13]([NH:14][C:6]([C:2]2[S:1][CH:5]=[CH:4][C:3]=2[NH:36][CH2:34][C:33]2[CH:22]=[CH:20][N:19]=[CH:23][CH:25]=2)=[O:8])=[CH:12][CH:11]=1, predict the reactants needed to synthesize it. The reactants are: [S:1]1[CH:5]=[CH:4][CH:3]=[C:2]1[C:6]([OH:8])=O.[Cl:9][C:10]1[CH:16]=[CH:15][C:13]([NH2:14])=[CH:12][CH:11]=1.CC[N:19]([CH:23]([CH3:25])C)[CH:20]([CH3:22])C.C(Cl)CCl.C1C=C[C:33]2N(O)N=[N:36][C:34]=2C=1.